This data is from Full USPTO retrosynthesis dataset with 1.9M reactions from patents (1976-2016). The task is: Predict the reactants needed to synthesize the given product. (1) Given the product [F:1][C:2]1[CH:3]=[C:4]([CH2:9][CH2:10][OH:11])[CH:5]=[CH:6][C:7]=1[OH:8], predict the reactants needed to synthesize it. The reactants are: [F:1][C:2]1[CH:3]=[C:4]([CH2:9][C:10](O)=[O:11])[CH:5]=[CH:6][C:7]=1[OH:8].B.CO. (2) The reactants are: C[O:2][C:3](=[O:15])[C:4]([C:7]1[CH:12]=[C:11]([Cl:13])[CH:10]=[C:9]([Cl:14])[CH:8]=1)([CH3:6])[CH3:5].O. Given the product [Cl:13][C:11]1[CH:12]=[C:7]([C:4]([CH3:6])([CH3:5])[C:3]([OH:15])=[O:2])[CH:8]=[C:9]([Cl:14])[CH:10]=1, predict the reactants needed to synthesize it. (3) The reactants are: [Br:1][C:2]1[CH:3]=[CH:4][C:5]([N+:15]([O-])=O)=[C:6]([CH:14]=1)[O:7][CH2:8][C:9]([N:11]([CH3:13])[CH3:12])=[O:10]. Given the product [NH2:15][C:5]1[CH:4]=[CH:3][C:2]([Br:1])=[CH:14][C:6]=1[O:7][CH2:8][C:9]([N:11]([CH3:13])[CH3:12])=[O:10], predict the reactants needed to synthesize it. (4) Given the product [CH3:14][O:13][C:7]1[CH:8]=[C:9]2[C:4](=[CH:5][CH:6]=1)[N:3]=[C:2]([C:17]1[CH:16]=[N:15][CH:20]=[CH:19][CH:18]=1)[N:11]=[C:10]2[OH:12], predict the reactants needed to synthesize it. The reactants are: Cl[C:2]1[N:11]=[C:10]([OH:12])[C:9]2[C:4](=[CH:5][CH:6]=[C:7]([O:13][CH3:14])[CH:8]=2)[N:3]=1.[N:15]1[CH:20]=[CH:19][CH:18]=[C:17](B(O)O)[CH:16]=1. (5) Given the product [CH3:8][C:5]1[CH:6]=[CH:7][C:2]([C:10]#[N:11])=[N:3][CH:4]=1, predict the reactants needed to synthesize it. The reactants are: Br[C:2]1[CH:7]=[CH:6][C:5]([CH3:8])=[CH:4][N:3]=1.[Cu](C#N)[C:10]#[N:11]. (6) Given the product [Cl:22][C:23]1[CH:28]=[CH:27][C:26]([S:29]([CH2:2][C:3]2[CH:12]=[CH:11][CH:10]=[C:9]3[C:4]=2[CH:5]=[CH:6][C:7]([NH:13][CH2:14][C:15]2[O:16][C:17]([CH3:20])=[CH:18][CH:19]=2)=[N:8]3)(=[O:31])=[O:30])=[CH:25][CH:24]=1, predict the reactants needed to synthesize it. The reactants are: Cl[CH2:2][C:3]1[CH:12]=[CH:11][CH:10]=[C:9]2[C:4]=1[CH:5]=[CH:6][C:7]([NH:13][CH2:14][C:15]1[O:16][C:17]([CH3:20])=[CH:18][CH:19]=1)=[N:8]2.[Na+].[Cl:22][C:23]1[CH:28]=[CH:27][C:26]([S:29]([O-:31])=[O:30])=[CH:25][CH:24]=1.O. (7) Given the product [Cl:1][C:2]1[CH:7]=[CH:6][CH:5]=[CH:4][C:3]=1[C:8]1[C:29]([C:35]2[CH:36]=[CH:37][C:32]([F:31])=[CH:33][CH:34]=2)=[C:11]2[N:12]=[C:13]([CH3:28])[N:14]=[C:15]([N:16]3[CH2:21][CH2:20][C:19]([NH:25][CH2:26][CH3:27])([C:22]([NH2:24])=[O:23])[CH2:18][CH2:17]3)[N:10]2[N:9]=1, predict the reactants needed to synthesize it. The reactants are: [Cl:1][C:2]1[CH:7]=[CH:6][CH:5]=[CH:4][C:3]=1[C:8]1[C:29](I)=[C:11]2[N:12]=[C:13]([CH3:28])[N:14]=[C:15]([N:16]3[CH2:21][CH2:20][C:19]([NH:25][CH2:26][CH3:27])([C:22]([NH2:24])=[O:23])[CH2:18][CH2:17]3)[N:10]2[N:9]=1.[F:31][C:32]1[CH:37]=[CH:36][C:35](B(O)O)=[CH:34][CH:33]=1. (8) Given the product [CH3:1][O:2][C:3]1[CH:4]=[CH:5][C:6]([CH2:7][O:8][C:9](=[O:37])[NH:10][C:11]2[CH:16]=[C:15]([O:17][CH3:18])[C:14]([O:19][CH3:20])=[CH:13][C:12]=2[C:21]([N:23]2[CH2:27][CH2:26][CH2:25][CH:24]2[CH2:28][OH:29])=[O:22])=[CH:38][CH:39]=1, predict the reactants needed to synthesize it. The reactants are: [CH3:1][O:2][C:3]1[CH:39]=[CH:38][C:6]([CH2:7][O:8][C:9](=[O:37])[NH:10][C:11]2[CH:16]=[C:15]([O:17][CH3:18])[C:14]([O:19][CH3:20])=[CH:13][C:12]=2[C:21]([N:23]2[CH2:27][CH2:26][CH2:25][CH:24]2[C:28](C)(C)[O:29][SiH2]C(C)(C)C)=[O:22])=[CH:5][CH:4]=1.CCOC(C)=O.C(Cl)(Cl)Cl. (9) Given the product [F:1][C:2]1[CH:7]=[CH:6][CH:5]=[CH:4][C:3]=1[N:8]1[C:13](=[O:14])[C:12]([C:17]([OH:16])=[O:18])=[CH:11][CH:10]=[N:9]1, predict the reactants needed to synthesize it. The reactants are: [F:1][C:2]1[CH:7]=[CH:6][CH:5]=[CH:4][C:3]=1[NH:8][N:9]=[CH:10][CH:11]=[C:12]1[C:17](=[O:18])[O:16]C(C)(C)[O:14][C:13]1=O.C[O-].[Na+].Cl.